This data is from Full USPTO retrosynthesis dataset with 1.9M reactions from patents (1976-2016). The task is: Predict the reactants needed to synthesize the given product. (1) Given the product [ClH:27].[NH2:4][C:5]1[CH:6]=[CH:7][C:8]([NH:11][C:12]2[C:21]3[C:16](=[CH:17][CH:18]=[CH:19][CH:20]=3)[N:15]=[C:14]3[N:22]([CH3:26])[N:23]=[C:24]([CH3:25])[C:13]=23)=[CH:9][CH:10]=1, predict the reactants needed to synthesize it. The reactants are: C([NH:4][C:5]1[CH:10]=[CH:9][C:8]([NH:11][C:12]2[C:21]3[C:16](=[CH:17][CH:18]=[CH:19][CH:20]=3)[N:15]=[C:14]3[N:22]([CH3:26])[N:23]=[C:24]([CH3:25])[C:13]=23)=[CH:7][CH:6]=1)(=O)C.[ClH:27]. (2) Given the product [F:24][CH:1]1[S:2](=[O:3])(=[O:4])[O:5][CH2:6][CH2:7][O:8][S:9]1(=[O:11])=[O:10], predict the reactants needed to synthesize it. The reactants are: [CH2:1]1[S:9](=[O:11])(=[O:10])[O:8][CH2:7][CH2:6][O:5][S:2]1(=[O:4])=[O:3].[H-].[Na+].C1C=CC(S(N(S(C2C=CC=CC=2)(=O)=O)[F:24])(=O)=O)=CC=1.C(Cl)Cl. (3) Given the product [CH2:37]([Cl:38])[Cl:36].[CH3:1][OH:5].[NH4+:7].[OH-:5].[C:1]([O:5][C:6](=[O:35])[NH:7][CH:8]1[CH:25]([N:26]2[C:31](=[O:34])[CH:32]=[CH:29][CH2:28][CH2:27]2)[CH2:24][N:11]2[CH2:12][CH2:13][C:14]3[C:19]([CH:10]2[CH2:9]1)=[CH:18][C:17]([O:20][CH3:21])=[C:16]([O:22][CH3:23])[CH:15]=3)([CH3:3])([CH3:2])[CH3:4], predict the reactants needed to synthesize it. The reactants are: [C:1]([O:5][C:6](=[O:35])[NH:7][CH:8]1[CH:25]([N:26]([C:31](=[O:34])[CH:32]=C)[CH2:27][CH2:28][CH:29]=C)[CH2:24][N:11]2[CH2:12][CH2:13][C:14]3[C:19]([CH:10]2[CH2:9]1)=[CH:18][C:17]([O:20][CH3:21])=[C:16]([O:22][CH3:23])[CH:15]=3)([CH3:4])([CH3:3])[CH3:2].[Cl:36][CH2:37][Cl:38]. (4) Given the product [F:31][C:9]([F:8])([F:30])[O:10][C:11]1[CH:12]=[CH:13][C:14]([S:17]([N:20]2[CH2:21][CH2:22][C:23](=[CH:26][C:27]([OH:29])=[O:28])[CH2:24][CH2:25]2)(=[O:18])=[O:19])=[CH:15][CH:16]=1, predict the reactants needed to synthesize it. The reactants are: FC(F)(F)C(O)=O.[F:8][C:9]([F:31])([F:30])[O:10][C:11]1[CH:16]=[CH:15][C:14]([S:17]([N:20]2[CH2:25][CH2:24][C:23](=[CH:26][C:27]([O-:29])=[O:28])[CH2:22][CH2:21]2)(=[O:19])=[O:18])=[CH:13][CH:12]=1. (5) Given the product [O:41]=[C:38]1[CH2:39][CH2:40][C:3]2([CH2:8][CH2:7][N:6]([C:9]([O:11][CH2:12][C:13]3[CH:18]=[CH:17][CH:16]=[CH:15][CH:14]=3)=[O:10])[CH2:5][CH2:4]2)[CH:1]=[CH:37]1, predict the reactants needed to synthesize it. The reactants are: [CH:1]([CH:3]1[CH2:8][CH2:7][N:6]([C:9]([O:11][CH2:12][C:13]2[CH:18]=[CH:17][CH:16]=[CH:15][CH:14]=2)=[O:10])[CH2:5][CH2:4]1)=O.O.C1(C)C=CC(S(O)(=O)=O)=CC=1.C1C=CC=CC=1.[CH3:37][C:38](=[O:41])[CH:39]=[CH2:40]. (6) Given the product [CH2:1]([O:8][C:9]([NH:11][C@H:12]1[CH2:16][CH2:15][N:14]([C@H:17]2[CH2:22][CH2:21][C@@H:20]([NH:23][C:2]([CH3:7])([CH3:3])[CH3:1])[CH2:19][C@H:18]2[NH:25][C:26](=[O:34])[O:27][CH2:28][CH2:29][Si:30]([CH3:33])([CH3:32])[CH3:31])[C:13]1=[O:35])=[O:10])[C:2]1[CH:7]=[CH:6][CH:5]=[CH:4][CH:3]=1, predict the reactants needed to synthesize it. The reactants are: [CH2:1]([O:8][C:9]([NH:11][C@H:12]1[CH2:16][CH2:15][N:14]([C@H:17]2[CH2:22][CH2:21][C@@H:20]([NH:23]O)[CH2:19][C@H:18]2[NH:25][C:26](=[O:34])[O:27][CH2:28][CH2:29][Si:30]([CH3:33])([CH3:32])[CH3:31])[C:13]1=[O:35])=[O:10])[C:2]1[CH:7]=[CH:6][CH:5]=[CH:4][CH:3]=1.C[Mg+].[Br-].